Dataset: Forward reaction prediction with 1.9M reactions from USPTO patents (1976-2016). Task: Predict the product of the given reaction. (1) Given the reactants [Cl:1][C:2]1[CH:7]=[CH:6][C:5]([S:8]([N:11]2[C:17]3[CH:18]=[CH:19][CH:20]=[C:21]([O:22][CH3:23])[C:16]=3[CH2:15][CH2:14][CH2:13][CH2:12]2)(=[O:10])=[O:9])=[CH:4][C:3]=1[N+:24]([O-])=O.Cl.O.[OH-].[Na+], predict the reaction product. The product is: [Cl:1][C:2]1[CH:7]=[CH:6][C:5]([S:8]([N:11]2[C:17]3[CH:18]=[CH:19][CH:20]=[C:21]([O:22][CH3:23])[C:16]=3[CH2:15][CH2:14][CH2:13][CH2:12]2)(=[O:10])=[O:9])=[CH:4][C:3]=1[NH2:24]. (2) Given the reactants [NH2:1][C:2]1([CH2:9][C:10]([O:12][CH2:13][CH3:14])=[O:11])[CH2:7][CH2:6][N:5]([CH3:8])[CH2:4][CH2:3]1.[CH2:15]([C:23]1[CH:28]=[CH:27][C:26]([NH:29][S:30](NC(=O)OCCCl)(=[O:32])=[O:31])=[CH:25][CH:24]=1)[CH2:16][CH2:17][CH2:18][CH2:19][CH2:20][CH2:21][CH3:22], predict the reaction product. The product is: [CH3:8][N:5]1[CH2:4][CH2:3][C:2]([CH2:9][C:10]([O:12][CH2:13][CH3:14])=[O:11])([NH:1][S:30](=[O:31])(=[O:32])[NH:29][C:26]2[CH:25]=[CH:24][C:23]([CH2:15][CH2:16][CH2:17][CH2:18][CH2:19][CH2:20][CH2:21][CH3:22])=[CH:28][CH:27]=2)[CH2:7][CH2:6]1.